Dataset: Forward reaction prediction with 1.9M reactions from USPTO patents (1976-2016). Task: Predict the product of the given reaction. (1) Given the reactants [NH2:1][C:2]1[CH:7]=[C:6]([Cl:8])[C:5]([SH:9])=[C:4]([Cl:10])[CH:3]=1.[Cl:11][C:12]1[N:13]=[N:14][C:15](Cl)=[CH:16][C:17]=1[CH:18]([CH3:20])[CH3:19].C(=O)([O-])[O-].[K+].[K+].Cl, predict the reaction product. The product is: [Cl:8][C:6]1[CH:7]=[C:2]([NH2:1])[CH:3]=[C:4]([Cl:10])[C:5]=1[S:9][C:15]1[N:14]=[N:13][C:12]([Cl:11])=[C:17]([CH:18]([CH3:20])[CH3:19])[CH:16]=1. (2) The product is: [CH2:1]([N:18]1[C:19](=[O:21])[CH2:20][O:16][C:17]1=[O:22])[CH2:2][CH2:3][CH2:4][CH2:5][CH2:6][CH2:7][CH2:8][CH2:9][CH2:10]/[CH:11]=[CH:12]\[CH2:13][CH3:14]. Given the reactants [CH2:1](O)[CH2:2][CH2:3][CH2:4][CH2:5][CH2:6][CH2:7][CH2:8][CH2:9][CH2:10]/[CH:11]=[CH:12]\[CH2:13][CH3:14].[O:16]1[CH2:20][C:19](=[O:21])[NH:18][C:17]1=[O:22].C1(P(C2C=CC=CC=2)C2C=CC=CC=2)C=CC=CC=1.N(C(OCC)=O)=NC(OCC)=O, predict the reaction product. (3) Given the reactants C(OC([N:8]([C:22]([O:24][C:25]([CH3:28])([CH3:27])[CH3:26])=[O:23])[CH2:9][CH2:10][C:11]1[NH:15][N:14]=[C:13]([C:16]2[CH:21]=[CH:20][CH:19]=[CH:18][CH:17]=2)[N:12]=1)=O)(C)(C)C.Br[CH2:30][CH:31]1[CH2:33][CH2:32]1, predict the reaction product. The product is: [CH:31]1([CH2:30][N:15]2[C:11]([CH2:10][CH2:9][NH:8][C:22](=[O:23])[O:24][C:25]([CH3:26])([CH3:27])[CH3:28])=[N:12][C:13]([C:16]3[CH:17]=[CH:18][CH:19]=[CH:20][CH:21]=3)=[N:14]2)[CH2:33][CH2:32]1. (4) Given the reactants [CH3:1][N:2]1[CH2:7][CH2:6][N:5]([CH2:8][C:9]#[C:10][C:11]2[CH:16]=[CH:15][C:14]([N+:17]([O-])=O)=[CH:13][CH:12]=2)[CH2:4][CH2:3]1, predict the reaction product. The product is: [CH3:1][N:2]1[CH2:7][CH2:6][N:5]([CH2:8][CH2:9][CH2:10][C:11]2[CH:12]=[CH:13][C:14]([NH2:17])=[CH:15][CH:16]=2)[CH2:4][CH2:3]1. (5) Given the reactants [CH2:1]([O:8][C:9]([C:11]1[C:12]([OH:24])=[CH:13][C:14](=[O:23])[N:15]([CH:17]([CH2:21][CH3:22])[C:18]([OH:20])=O)[CH:16]=1)=[O:10])[C:2]1[CH:7]=[CH:6][CH:5]=[CH:4][CH:3]=1.[N:25]1[N:29]2[CH:30]=[CH:31][C:32]([NH2:34])=[CH:33][C:28]2=[CH:27][CH:26]=1, predict the reaction product. The product is: [OH:24][C:12]1[C:11]([C:9]([O:8][CH2:1][C:2]2[CH:3]=[CH:4][CH:5]=[CH:6][CH:7]=2)=[O:10])=[CH:16][N:15]([CH:17]([CH2:21][CH3:22])[C:18](=[O:20])[NH:34][C:32]2[CH:31]=[CH:30][N:29]3[N:25]=[CH:26][CH:27]=[C:28]3[CH:33]=2)[C:14](=[O:23])[CH:13]=1. (6) Given the reactants [Br:1][C:2]1[CH:3]=[CH:4][C:5]([Cl:11])=[C:6]([CH:10]=1)[C:7](O)=O.[C:12]1([O:18][CH3:19])[CH:17]=[CH:16][CH:15]=[CH:14][CH:13]=1, predict the reaction product. The product is: [Br:1][C:2]1[CH:3]=[CH:4][C:5]([Cl:11])=[C:6]([CH2:7][C:15]2[CH:16]=[CH:17][C:12]([O:18][CH3:19])=[CH:13][CH:14]=2)[CH:10]=1.